This data is from NCI-60 drug combinations with 297,098 pairs across 59 cell lines. The task is: Regression. Given two drug SMILES strings and cell line genomic features, predict the synergy score measuring deviation from expected non-interaction effect. (1) Drug 2: CC=C1C(=O)NC(C(=O)OC2CC(=O)NC(C(=O)NC(CSSCCC=C2)C(=O)N1)C(C)C)C(C)C. Drug 1: CCC(=C(C1=CC=CC=C1)C2=CC=C(C=C2)OCCN(C)C)C3=CC=CC=C3.C(C(=O)O)C(CC(=O)O)(C(=O)O)O. Synergy scores: CSS=26.0, Synergy_ZIP=7.35, Synergy_Bliss=5.49, Synergy_Loewe=-19.2, Synergy_HSA=3.86. Cell line: SW-620. (2) Drug 1: CN1CCC(CC1)COC2=C(C=C3C(=C2)N=CN=C3NC4=C(C=C(C=C4)Br)F)OC. Drug 2: CC12CCC3C(C1CCC2=O)CC(=C)C4=CC(=O)C=CC34C. Cell line: M14. Synergy scores: CSS=16.3, Synergy_ZIP=3.06, Synergy_Bliss=1.92, Synergy_Loewe=-8.38, Synergy_HSA=-0.321. (3) Drug 1: COC1=CC(=CC(=C1O)OC)C2C3C(COC3=O)C(C4=CC5=C(C=C24)OCO5)OC6C(C(C7C(O6)COC(O7)C8=CC=CS8)O)O. Drug 2: CN1C(=O)N2C=NC(=C2N=N1)C(=O)N. Cell line: HOP-62. Synergy scores: CSS=38.0, Synergy_ZIP=2.49, Synergy_Bliss=1.04, Synergy_Loewe=-49.8, Synergy_HSA=-3.94. (4) Drug 1: C1=CC(=CC=C1C#N)C(C2=CC=C(C=C2)C#N)N3C=NC=N3. Drug 2: CC(C)(C#N)C1=CC(=CC(=C1)CN2C=NC=N2)C(C)(C)C#N. Cell line: HS 578T. Synergy scores: CSS=2.04, Synergy_ZIP=-1.03, Synergy_Bliss=0.301, Synergy_Loewe=-1.20, Synergy_HSA=-0.437. (5) Drug 1: C1=CC=C(C=C1)NC(=O)CCCCCCC(=O)NO. Drug 2: CC1C(C(CC(O1)OC2CC(OC(C2O)C)OC3=CC4=CC5=C(C(=O)C(C(C5)C(C(=O)C(C(C)O)O)OC)OC6CC(C(C(O6)C)O)OC7CC(C(C(O7)C)O)OC8CC(C(C(O8)C)O)(C)O)C(=C4C(=C3C)O)O)O)O. Cell line: TK-10. Synergy scores: CSS=41.0, Synergy_ZIP=-2.27, Synergy_Bliss=-0.580, Synergy_Loewe=-0.282, Synergy_HSA=2.27. (6) Drug 1: CC1=C(C(=CC=C1)Cl)NC(=O)C2=CN=C(S2)NC3=CC(=NC(=N3)C)N4CCN(CC4)CCO. Drug 2: CC1C(C(CC(O1)OC2CC(CC3=C2C(=C4C(=C3O)C(=O)C5=C(C4=O)C(=CC=C5)OC)O)(C(=O)CO)O)N)O.Cl. Cell line: MCF7. Synergy scores: CSS=31.6, Synergy_ZIP=-2.30, Synergy_Bliss=0.906, Synergy_Loewe=-4.09, Synergy_HSA=2.46. (7) Synergy scores: CSS=5.90, Synergy_ZIP=3.80, Synergy_Bliss=6.62, Synergy_Loewe=-9.82, Synergy_HSA=-5.07. Drug 1: CCN(CC)CCCC(C)NC1=C2C=C(C=CC2=NC3=C1C=CC(=C3)Cl)OC. Cell line: M14. Drug 2: COC1=C2C(=CC3=C1OC=C3)C=CC(=O)O2. (8) Drug 1: CC1=C2C(C(=O)C3(C(CC4C(C3C(C(C2(C)C)(CC1OC(=O)C(C(C5=CC=CC=C5)NC(=O)OC(C)(C)C)O)O)OC(=O)C6=CC=CC=C6)(CO4)OC(=O)C)OC)C)OC. Drug 2: CC1=CC=C(C=C1)C2=CC(=NN2C3=CC=C(C=C3)S(=O)(=O)N)C(F)(F)F. Cell line: ACHN. Synergy scores: CSS=51.7, Synergy_ZIP=8.94, Synergy_Bliss=10.2, Synergy_Loewe=0.358, Synergy_HSA=11.7. (9) Drug 1: C1CC(C1)(C(=O)O)C(=O)O.[NH2-].[NH2-].[Pt+2]. Drug 2: C1CC(=O)NC(=O)C1N2C(=O)C3=CC=CC=C3C2=O. Cell line: SK-MEL-28. Synergy scores: CSS=16.8, Synergy_ZIP=-6.31, Synergy_Bliss=-4.17, Synergy_Loewe=-5.75, Synergy_HSA=-2.21. (10) Drug 1: CN1C(=O)N2C=NC(=C2N=N1)C(=O)N. Drug 2: CC(C)NC(=O)C1=CC=C(C=C1)CNNC.Cl. Cell line: DU-145. Synergy scores: CSS=-6.94, Synergy_ZIP=4.06, Synergy_Bliss=3.81, Synergy_Loewe=-3.38, Synergy_HSA=-2.42.